From a dataset of Forward reaction prediction with 1.9M reactions from USPTO patents (1976-2016). Predict the product of the given reaction. Given the reactants [C:1]([O:5][C:6](=[O:27])[N:7]([CH2:11][C:12]1[CH:21]=[CH:20][C:19]2[C:14](=[C:15]([CH2:23][C:24](=[O:26])[NH2:25])[C:16]([Cl:22])=[CH:17][CH:18]=2)[CH:13]=1)[CH2:8][CH2:9][F:10])([CH3:4])([CH3:3])[CH3:2].C[O:29][C:30](=O)[C:31]([C:33]1[C:41]2[C:36](=[CH:37][CH:38]=[CH:39][CH:40]=2)[N:35]([CH3:42])[CH:34]=1)=O.CC([O-])(C)C.[K+].[NH4+].[Cl-], predict the reaction product. The product is: [C:1]([O:5][C:6](=[O:27])[N:7]([CH2:11][C:12]1[CH:21]=[CH:20][C:19]2[C:14](=[C:15]([C:23]3[C:24](=[O:26])[NH:25][C:30](=[O:29])[C:31]=3[C:33]3[C:41]4[C:36](=[CH:37][CH:38]=[CH:39][CH:40]=4)[N:35]([CH3:42])[CH:34]=3)[C:16]([Cl:22])=[CH:17][CH:18]=2)[CH:13]=1)[CH2:8][CH2:9][F:10])([CH3:4])([CH3:2])[CH3:3].